The task is: Predict the reactants needed to synthesize the given product.. This data is from Full USPTO retrosynthesis dataset with 1.9M reactions from patents (1976-2016). (1) Given the product [CH:1]1([C@H:7]([NH:33][C:34]([C@@H:36]2[CH2:41][CH2:40][CH2:39][CH2:38][N:37]2[CH:42]([CH3:44])[CH3:43])=[O:35])[C:8]([NH:10][C@@H:11]([C:29]([CH3:30])([CH3:32])[CH3:31])[C:12]([N:14]2[C@H:25]([C:26]([NH:78][C@:79]3([C:84](=[O:85])[NH:86][S:87]([C:90]4([CH3:93])[CH2:92][CH2:91]4)(=[O:89])=[O:88])[CH2:81][C@H:80]3[CH2:82][CH3:83])=[O:27])[CH2:24][C@:16]3([C:21]([CH3:23])([CH3:22])[C:17]43[CH2:18][CH2:19][CH2:20]4)[CH2:15]2)=[O:13])=[O:9])[CH2:2][CH2:3][CH2:4][CH2:5][CH2:6]1, predict the reactants needed to synthesize it. The reactants are: [CH:1]1([C@H:7]([NH:33][C:34]([C@@H:36]2[CH2:41][CH2:40][CH2:39][CH2:38][N:37]2[CH:42]([CH3:44])[CH3:43])=[O:35])[C:8]([NH:10][C@@H:11]([C:29]([CH3:32])([CH3:31])[CH3:30])[C:12]([N:14]2[C@H:25]([C:26](O)=[O:27])[CH2:24][C@:16]3([C:21]([CH3:23])([CH3:22])[C:17]43[CH2:20][CH2:19][CH2:18]4)[CH2:15]2)=[O:13])=[O:9])[CH2:6][CH2:5][CH2:4][CH2:3][CH2:2]1.CN(C(ON1N=NC2C=CC=NC1=2)=[N+](C)C)C.F[P-](F)(F)(F)(F)F.CCN(C(C)C)C(C)C.[NH2:78][C@:79]1([C:84]([NH:86][S:87]([C:90]2([CH3:93])[CH2:92][CH2:91]2)(=[O:89])=[O:88])=[O:85])[CH2:81][C@H:80]1[CH2:82][CH3:83].IC. (2) Given the product [CH2:1]([S:3]([N:6]1[CH2:7][CH2:8][CH:9]([C:12]2[C:20]3[C:15](=[C:16]([C:29]([NH2:31])=[O:30])[CH:17]=[C:18]([C:21]4[CH:26]=[CH:25][CH:24]=[C:23]([CH2:27][NH:45][CH2:44][C:38]5([N:32]6[CH2:37][CH2:36][CH2:35][CH2:34][CH2:33]6)[CH2:39][CH2:40][CH2:41][CH2:42][CH2:43]5)[CH:22]=4)[CH:19]=3)[NH:14][CH:13]=2)[CH2:10][CH2:11]1)(=[O:5])=[O:4])[CH3:2], predict the reactants needed to synthesize it. The reactants are: [CH2:1]([S:3]([N:6]1[CH2:11][CH2:10][CH:9]([C:12]2[C:20]3[C:15](=[C:16]([C:29]([NH2:31])=[O:30])[CH:17]=[C:18]([C:21]4[CH:26]=[CH:25][CH:24]=[C:23]([CH:27]=O)[CH:22]=4)[CH:19]=3)[NH:14][CH:13]=2)[CH2:8][CH2:7]1)(=[O:5])=[O:4])[CH3:2].[N:32]1([C:38]2([CH2:44][NH2:45])[CH2:43][CH2:42][CH2:41][CH2:40][CH2:39]2)[CH2:37][CH2:36][CH2:35][CH2:34][CH2:33]1.[BH-](OC(C)=O)(OC(C)=O)OC(C)=O.[Na+]. (3) Given the product [Cl:1][C:2]1[S:6][C:5]([S:7]([O-:15])(=[O:9])=[O:8])=[CH:4][C:3]=1[N+:11]([O-:13])=[O:12].[Ag+:18], predict the reactants needed to synthesize it. The reactants are: [Cl:1][C:2]1[S:6][C:5]([S:7](Cl)(=[O:9])=[O:8])=[CH:4][C:3]=1[N+:11]([O-:13])=[O:12].C(=O)([O-])[O-:15].[Ag+2:18].CCCCCC.C(OCC)(=O)C. (4) Given the product [F:13][C:14]1[CH:15]=[CH:16][C:17]([C:20]2[NH:21][CH:22]=[C:23]([CH2:31][CH2:32][CH2:33][SH:10]3[CH2:11][CH2:12][NH:7][CH2:8][CH2:9]3)[C:24]=2[C:25]2[CH:30]=[CH:29][N:28]=[CH:27][CH:26]=2)=[CH:18][CH:19]=1, predict the reactants needed to synthesize it. The reactants are: C(=O)([O-])[O-].[K+].[K+].[NH:7]1[CH2:12][CH2:11][S:10][CH2:9][CH2:8]1.[F:13][C:14]1[CH:19]=[CH:18][C:17]([C:20]2[NH:21][CH:22]=[C:23]([CH2:31][CH2:32][CH2:33]OS(C3C=CC(C)=CC=3)(=O)=O)[C:24]=2[C:25]2[CH:30]=[CH:29][N:28]=[CH:27][CH:26]=2)=[CH:16][CH:15]=1.O. (5) Given the product [CH3:1][N:2]([CH3:7])[S:3]([CH2:6][CH:21]([NH:22][C:23](=[O:29])[O:24][C:25]([CH3:27])([CH3:26])[CH3:28])[C:17]1[CH:18]=[CH:19][CH:20]=[C:15]([C:14]([F:31])([F:30])[F:13])[CH:16]=1)(=[O:5])=[O:4], predict the reactants needed to synthesize it. The reactants are: [CH3:1][N:2]([CH3:7])[S:3]([CH3:6])(=[O:5])=[O:4].C([Li])CCC.[F:13][C:14]([F:31])([F:30])[C:15]1[CH:16]=[C:17](/[CH:21]=[N:22]/[C:23](=[O:29])[O:24][C:25]([CH3:28])([CH3:27])[CH3:26])[CH:18]=[CH:19][CH:20]=1.[Cl-].[NH4+]. (6) Given the product [CH2:28]([O:27][C:24]1[CH:23]=[N:22][C:21]([NH:20][C:17]2[CH:18]=[CH:19][C:14]([CH:10]3[O:11][CH2:12][CH2:13][NH:8][CH2:9]3)=[CH:15][C:16]=2[F:30])=[N:26][CH:25]=1)[CH3:29], predict the reactants needed to synthesize it. The reactants are: C(OC([N:8]1[CH2:13][CH2:12][O:11][CH:10]([C:14]2[CH:19]=[CH:18][C:17]([NH:20][C:21]3[N:26]=[CH:25][C:24]([O:27][CH2:28][CH3:29])=[CH:23][N:22]=3)=[C:16]([F:30])[CH:15]=2)[CH2:9]1)=O)(C)(C)C.FC(F)(F)C(O)=O.CCOC(C)=O. (7) Given the product [C:1]([O:5][C:6]([N:8]1[C:16]2[C:11](=[N:12][CH:13]=[C:14]([C:23]([CH:25]3[CH2:28][CH2:27][CH2:26]3)=[O:24])[CH:15]=2)[C:10]([CH3:19])([CH3:18])[CH2:9]1)=[O:7])([CH3:4])([CH3:3])[CH3:2], predict the reactants needed to synthesize it. The reactants are: [C:1]([O:5][C:6]([N:8]1[C:16]2[C:11](=[N:12][CH:13]=[C:14](Br)[CH:15]=2)[C:10]([CH3:19])([CH3:18])[CH2:9]1)=[O:7])([CH3:4])([CH3:3])[CH3:2].CON(C)[C:23]([CH:25]1[CH2:28][CH2:27][CH2:26]1)=[O:24]. (8) Given the product [C:24]([O:23][CH:20]1[CH2:21][CH2:22][CH:17]([C:15](=[O:16])[CH2:14][CH:4]2[C:3]3[C:7](=[CH:8][CH:9]=[CH:10][C:2]=3[F:1])[C:6]3=[CH:11][N:12]=[CH:13][N:5]23)[CH2:18][CH2:19]1)(=[O:26])[CH3:25], predict the reactants needed to synthesize it. The reactants are: [F:1][C:2]1[CH:10]=[CH:9][CH:8]=[C:7]2[C:3]=1[CH:4]([CH2:14][C:15]([CH:17]1[CH2:22][CH2:21][CH:20]([OH:23])[CH2:19][CH2:18]1)=[O:16])[N:5]1[CH:13]=[N:12][CH:11]=[C:6]12.[C:24](OC(=O)C)(=[O:26])[CH3:25].